Dataset: Forward reaction prediction with 1.9M reactions from USPTO patents (1976-2016). Task: Predict the product of the given reaction. Given the reactants [CH2:1]([O:3][C:4](=[O:18])[CH2:5][O:6][C:7]1[CH:12]=[CH:11][C:10]([S:13](Cl)(=O)=O)=[CH:9][C:8]=1[CH3:17])[CH3:2].[Sn].Cl.O1CCOCC1, predict the reaction product. The product is: [CH2:1]([O:3][C:4](=[O:18])[CH2:5][O:6][C:7]1[CH:12]=[CH:11][C:10]([SH:13])=[CH:9][C:8]=1[CH3:17])[CH3:2].